This data is from Catalyst prediction with 721,799 reactions and 888 catalyst types from USPTO. The task is: Predict which catalyst facilitates the given reaction. (1) Reactant: [C:1]1([C@@H:7]2[NH:11][C@H:10]([CH2:12][O:13][C:14]3[CH:23]=[CH:22][C:17]([C:18]([O:20][CH3:21])=[O:19])=[CH:16][CH:15]=3)[CH2:9][CH2:8]2)[CH:6]=[CH:5][CH:4]=[CH:3][CH:2]=1.[CH3:24][C:25]1[CH:30]=[CH:29][CH:28]=[CH:27][C:26]=1[NH:31][C:32](=[O:46])[NH:33][C:34]1[CH:39]=[CH:38][C:37]([CH2:40][C:41](O)=[O:42])=[CH:36][C:35]=1[O:44][CH3:45].CCN=C=NCCCN(C)C.Cl.O. Product: [CH3:24][C:25]1[CH:30]=[CH:29][CH:28]=[CH:27][C:26]=1[NH:31][C:32](=[O:46])[NH:33][C:34]1[CH:39]=[CH:38][C:37]([CH2:40][C:41]([N:11]2[C@@H:7]([C:1]3[CH:2]=[CH:3][CH:4]=[CH:5][CH:6]=3)[CH2:8][CH2:9][C@H:10]2[CH2:12][O:13][C:14]2[CH:15]=[CH:16][C:17]([C:18]([O:20][CH3:21])=[O:19])=[CH:22][CH:23]=2)=[O:42])=[CH:36][C:35]=1[O:44][CH3:45]. The catalyst class is: 3. (2) Reactant: [C:1]([O:5][C:6]([N:8]1[CH2:13][CH2:12][CH:11]([C:14]2[CH:19]=[CH:18][CH:17]=[C:16]([NH2:20])[CH:15]=2)[CH2:10][CH2:9]1)=[O:7])([CH3:4])([CH3:3])[CH3:2].[C:21](OC(=O)C)(=[O:23])[CH3:22].C([O-])(O)=O.[Na+]. Product: [C:1]([O:5][C:6]([N:8]1[CH2:13][CH2:12][CH:11]([C:14]2[CH:19]=[CH:18][CH:17]=[C:16]([NH:20][C:21](=[O:23])[CH3:22])[CH:15]=2)[CH2:10][CH2:9]1)=[O:7])([CH3:4])([CH3:2])[CH3:3]. The catalyst class is: 2. (3) Reactant: [N:1]([C:4]1[CH:9]=[CH:8][N:7]=[C:6]([C:10]([NH:12][C:13]2[CH:18]=[CH:17][C:16]([O:19][C:20]3[CH:25]=[CH:24][CH:23]=[CH:22][CH:21]=3)=[CH:15][CH:14]=2)=[O:11])[C:5]=1[OH:26])=[N+]=[N-]. Product: [NH2:1][C:4]1[CH:9]=[CH:8][N:7]=[C:6]([C:10]([NH:12][C:13]2[CH:14]=[CH:15][C:16]([O:19][C:20]3[CH:25]=[CH:24][CH:23]=[CH:22][CH:21]=3)=[CH:17][CH:18]=2)=[O:11])[C:5]=1[OH:26]. The catalyst class is: 696. (4) Reactant: C(=O)([O-])[O-].[Na+].[Na+].[CH:7]1([O:13][C:14]2[CH:19]=[CH:18][C:17](B(O)O)=[CH:16][CH:15]=2)[CH2:12][CH2:11][CH2:10][CH2:9][CH2:8]1.Br[C:24]1[C:25]([NH2:31])=[N:26][CH:27]=[C:28]([Cl:30])[CH:29]=1. Product: [Cl:30][C:28]1[CH:29]=[C:24]([C:17]2[CH:18]=[CH:19][C:14]([O:13][CH:7]3[CH2:12][CH2:11][CH2:10][CH2:9][CH2:8]3)=[CH:15][CH:16]=2)[C:25]([NH2:31])=[N:26][CH:27]=1. The catalyst class is: 108. (5) Reactant: [F:1][C:2]1[CH:7]=[CH:6][C:5]([C@@H:8]([OH:30])[CH2:9][CH2:10][C@@H:11]2[C@@H:14]([C:15]3[CH:20]=[CH:19][C:18]([I:21])=[CH:17][CH:16]=3)[N:13]([C:22]3[CH:27]=[CH:26][C:25](O)=[CH:24][CH:23]=3)[C:12]2=[O:29])=[CH:4][CH:3]=1.N1C=CC=CC=1.FC(F)(F)S([O:42][S:43]([C:46]([F:49])([F:48])[F:47])(=[O:45])=[O:44])(=O)=O. Product: [F:49][C:46]([F:47])([F:48])[S:43]([O:42][C:26]1[CH:25]=[CH:24][CH:23]=[C:22]([N:13]2[C:12](=[O:29])[C@H:11]([CH2:10][CH2:9][C@@H:8]([C:5]3[CH:6]=[CH:7][C:2]([F:1])=[CH:3][CH:4]=3)[OH:30])[C@H:14]2[C:15]2[CH:20]=[CH:19][C:18]([I:21])=[CH:17][CH:16]=2)[CH:27]=1)(=[O:44])=[O:45]. The catalyst class is: 2. (6) Reactant: [CH2:1]([N:8]([CH2:18][C:19]([O:21][CH2:22][CH3:23])=[O:20])[CH2:9][C:10]1[CH:15]=[CH:14][C:13]([O:16]C)=[CH:12][CH:11]=1)[C:2]1[CH:7]=[CH:6][CH:5]=[CH:4][CH:3]=1.B(Br)(Br)Br. Product: [CH2:1]([N:8]([CH2:18][C:19]([O:21][CH2:22][CH3:23])=[O:20])[CH2:9][C:10]1[CH:11]=[CH:12][C:13]([OH:16])=[CH:14][CH:15]=1)[C:2]1[CH:3]=[CH:4][CH:5]=[CH:6][CH:7]=1. The catalyst class is: 2. (7) Reactant: [C:1](OC(=O)C)(=[O:3])[CH3:2].[ClH:8].[CH3:9][O:10][C:11]1[CH:33]=[CH:32][C:14]2[N:15]=[C:16]([N:18]3[CH2:23][CH2:22][NH:21][CH2:20][CH:19]3[CH2:24][O:25][C:26]3[CH:27]=[N:28][CH:29]=[CH:30][CH:31]=3)[S:17][C:13]=2[CH:12]=1. Product: [ClH:8].[ClH:8].[CH3:9][O:10][C:11]1[CH:33]=[CH:32][C:14]2[N:15]=[C:16]([N:18]3[CH2:23][CH2:22][N:21]([C:1](=[O:3])[CH3:2])[CH2:20][CH:19]3[CH2:24][O:25][C:26]3[CH:27]=[N:28][CH:29]=[CH:30][CH:31]=3)[S:17][C:13]=2[CH:12]=1. The catalyst class is: 1. (8) Reactant: Cl[C:2]1[CH:9]=[C:8]([O:10][CH2:11][CH2:12][O:13][CH:14]2[CH2:19][CH2:18][CH2:17][CH2:16][O:15]2)[C:5]([C:6]#[N:7])=[CH:4][N:3]=1.[Br:20][C:21]1[CH:28]=[CH:27][C:26]([OH:29])=[CH:25][C:22]=1[CH:23]=[O:24].C(=O)([O-])[O-].[K+].[K+]. Product: [Br:20][C:21]1[CH:28]=[CH:27][C:26]([O:29][C:2]2[CH:9]=[C:8]([O:10][CH2:11][CH2:12][O:13][CH:14]3[CH2:19][CH2:18][CH2:17][CH2:16][O:15]3)[C:5]([C:6]#[N:7])=[CH:4][N:3]=2)=[CH:25][C:22]=1[CH:23]=[O:24]. The catalyst class is: 3.